From a dataset of Peptide-MHC class I binding affinity with 185,985 pairs from IEDB/IMGT. Regression. Given a peptide amino acid sequence and an MHC pseudo amino acid sequence, predict their binding affinity value. This is MHC class I binding data. (1) The peptide sequence is RMVLSAFDER. The MHC is HLA-A33:01 with pseudo-sequence HLA-A33:01. The binding affinity (normalized) is 0.372. (2) The peptide sequence is EQAFYTRVL. The MHC is HLA-A24:02 with pseudo-sequence HLA-A24:02. The binding affinity (normalized) is 0. (3) The peptide sequence is AEQASQDVKNW. The MHC is HLA-B51:01 with pseudo-sequence HLA-B51:01. The binding affinity (normalized) is 0. (4) The peptide sequence is ISFKSINKVY. The MHC is HLA-A33:01 with pseudo-sequence HLA-A33:01. The binding affinity (normalized) is 0.